Dataset: Forward reaction prediction with 1.9M reactions from USPTO patents (1976-2016). Task: Predict the product of the given reaction. Given the reactants [H-].[Al+3].[Li+].[H-].[H-].[H-].[F:7][C:8]1[CH:13]=[CH:12][C:11]([O:14][CH3:15])=[CH:10][C:9]=1[C:16]1[CH:21]=[CH:20][C:19]([O:22][CH2:23][C:24]2[CH:29]=[CH:28][C:27]([O:30][CH3:31])=[CH:26][CH:25]=2)=[CH:18][C:17]=1[C:32](=[O:38])[C:33]([CH3:37])([CH3:36])[CH2:34][CH3:35].O.O.O.O.O.O.O.O.O.O.S([O-])([O-])(=O)=O.[Na+].[Na+], predict the reaction product. The product is: [F:7][C:8]1[CH:13]=[CH:12][C:11]([O:14][CH3:15])=[CH:10][C:9]=1[C:16]1[CH:21]=[CH:20][C:19]([O:22][CH2:23][C:24]2[CH:29]=[CH:28][C:27]([O:30][CH3:31])=[CH:26][CH:25]=2)=[CH:18][C:17]=1[CH:32]([OH:38])[C:33]([CH3:37])([CH3:36])[CH2:34][CH3:35].